Dataset: Merck oncology drug combination screen with 23,052 pairs across 39 cell lines. Task: Regression. Given two drug SMILES strings and cell line genomic features, predict the synergy score measuring deviation from expected non-interaction effect. (1) Drug 1: COc1cc(C2c3cc4c(cc3C(OC3OC5COC(C)OC5C(O)C3O)C3COC(=O)C23)OCO4)cc(OC)c1O. Drug 2: CS(=O)(=O)CCNCc1ccc(-c2ccc3ncnc(Nc4ccc(OCc5cccc(F)c5)c(Cl)c4)c3c2)o1. Cell line: ES2. Synergy scores: synergy=-5.68. (2) Drug 1: CC1CC2C3CCC4=CC(=O)C=CC4(C)C3(F)C(O)CC2(C)C1(O)C(=O)CO. Drug 2: N#Cc1ccc(Cn2cncc2CN2CCN(c3cccc(Cl)c3)C(=O)C2)cc1. Cell line: A2780. Synergy scores: synergy=5.35. (3) Drug 2: CNC(=O)c1cc(Oc2ccc(NC(=O)Nc3ccc(Cl)c(C(F)(F)F)c3)cc2)ccn1. Drug 1: CCc1c2c(nc3ccc(O)cc13)-c1cc3c(c(=O)n1C2)COC(=O)C3(O)CC. Cell line: SW620. Synergy scores: synergy=-1.28. (4) Drug 1: CN1C(=O)C=CC2(C)C3CCC4(C)C(NC(=O)OCC(F)(F)F)CCC4C3CCC12. Drug 2: O=S1(=O)NC2(CN1CC(F)(F)F)C1CCC2Cc2cc(C=CCN3CCC(C(F)(F)F)CC3)ccc2C1. Cell line: ZR751. Synergy scores: synergy=-12.1. (5) Drug 1: CN1C(=O)C=CC2(C)C3CCC4(C)C(NC(=O)OCC(F)(F)F)CCC4C3CCC12. Drug 2: CN(C)C(=N)N=C(N)N. Cell line: HT144. Synergy scores: synergy=-21.5. (6) Drug 1: CCC1=CC2CN(C1)Cc1c([nH]c3ccccc13)C(C(=O)OC)(c1cc3c(cc1OC)N(C)C1C(O)(C(=O)OC)C(OC(C)=O)C4(CC)C=CCN5CCC31C54)C2. Drug 2: Cc1nc(Nc2ncc(C(=O)Nc3c(C)cccc3Cl)s2)cc(N2CCN(CCO)CC2)n1. Cell line: OV90. Synergy scores: synergy=53.7. (7) Drug 1: O=C(O)C1(Cc2cccc(Nc3nccs3)n2)CCC(Oc2cccc(Cl)c2F)CC1. Drug 2: CCc1c2c(nc3ccc(O)cc13)-c1cc3c(c(=O)n1C2)COC(=O)C3(O)CC. Cell line: KPL1. Synergy scores: synergy=-3.31.